This data is from CYP3A4 inhibition data for predicting drug metabolism from PubChem BioAssay. The task is: Regression/Classification. Given a drug SMILES string, predict its absorption, distribution, metabolism, or excretion properties. Task type varies by dataset: regression for continuous measurements (e.g., permeability, clearance, half-life) or binary classification for categorical outcomes (e.g., BBB penetration, CYP inhibition). Dataset: cyp3a4_veith. (1) The drug is N#Cc1c(-c2ccc3c(c2)OCO3)ccn2nc(-c3cccc(C(F)(F)F)c3)nc12. The result is 0 (non-inhibitor). (2) The drug is CN(C)c1ccc(/C=c2\sc3nc(-c4ccccc4)nn3c2=O)cc1. The result is 0 (non-inhibitor). (3) The drug is CCCc1c(-c2ccc(O)cc2)nn(-c2ccc(O)cc2)c1-c1ccc(O)cc1. The result is 1 (inhibitor). (4) The molecule is CC[C@H](NC(C)C)[C@H](O)c1ccc(O)c2[nH]c(=O)ccc12. The result is 0 (non-inhibitor). (5) The drug is CN(C)/C=C/C(=O)c1ccc(Cl)cc1. The result is 0 (non-inhibitor).